Dataset: Reaction yield outcomes from USPTO patents with 853,638 reactions. Task: Predict the reaction yield, written as a fraction of the theoretical maximum amount of product (1.0 means a 100% yield; for example, 0.34 means a 34% yield). (1) The reactants are [OH:1][CH2:2][CH2:3][CH2:4][N:5]1[C:9]2[CH:10]=[CH:11][C:12]([C:14]#N)=[CH:13][C:8]=2[NH:7][C:6]1=[O:16].C(O)=[O:18]. The catalyst is O. The product is [OH:1][CH2:2][CH2:3][CH2:4][N:5]1[C:9]2[CH:10]=[CH:11][C:12]([CH:14]=[O:18])=[CH:13][C:8]=2[NH:7][C:6]1=[O:16]. The yield is 0.960. (2) The yield is 1.00. The reactants are [I-].[CH:2]1([CH2:8][N+:9]2([CH2:15][CH3:16])[CH2:14][CH2:13][CH2:12][CH2:11][CH2:10]2)[CH2:7][CH2:6][CH2:5][CH2:4][CH2:3]1.[OH2:17].[OH-]. The product is [OH-:17].[CH:2]1([CH2:8][N+:9]2([CH2:15][CH3:16])[CH2:14][CH2:13][CH2:12][CH2:11][CH2:10]2)[CH2:7][CH2:6][CH2:5][CH2:4][CH2:3]1. No catalyst specified.